Dataset: Reaction yield outcomes from USPTO patents with 853,638 reactions. Task: Predict the reaction yield, written as a fraction of the theoretical maximum amount of product (1.0 means a 100% yield; for example, 0.34 means a 34% yield). (1) The reactants are Cl[C:2](=[O:8])[CH2:3][C:4]([O:6]C)=[O:5].[CH:9]1([NH2:15])[CH2:14][CH2:13][CH2:12][CH2:11][CH2:10]1.[OH-].[Na+]. The catalyst is C(Cl)Cl.C1COCC1.O. The product is [CH:9]1([NH:15][C:2](=[O:8])[CH2:3][C:4]([OH:6])=[O:5])[CH2:14][CH2:13][CH2:12][CH2:11][CH2:10]1. The yield is 0.970. (2) The reactants are [Si]([O:18][CH2:19][C:20]1[CH:25]=[CH:24][N:23]=[C:22]([C:26]2[NH:27][C:28]([CH:31]([C:39]3[CH:44]=[CH:43][C:42]([S:45]([CH3:48])(=[O:47])=[O:46])=[CH:41][CH:40]=3)[CH2:32][CH:33]3[CH2:38][CH2:37][O:36][CH2:35][CH2:34]3)=[CH:29][CH:30]=2)[CH:21]=1)(C(C)(C)C)(C1C=CC=CC=1)C1C=CC=CC=1.[F-].C([N+](CCCC)(CCCC)CCCC)CCC. The catalyst is O1CCCC1.C(OCC)(=O)C. The product is [CH3:48][S:45]([C:42]1[CH:43]=[CH:44][C:39]([CH:31]([C:28]2[NH:27][C:26]([C:22]3[CH:21]=[C:20]([CH2:19][OH:18])[CH:25]=[CH:24][N:23]=3)=[CH:30][CH:29]=2)[CH2:32][CH:33]2[CH2:34][CH2:35][O:36][CH2:37][CH2:38]2)=[CH:40][CH:41]=1)(=[O:47])=[O:46]. The yield is 0.950. (3) The reactants are [CH3:1][O:2][C:3]1[C:11]2[O:10][C:9]([CH3:13])([CH3:12])[CH2:8][C:7]=2[CH:6]=[C:5]([C:14]([CH3:18])([CH3:17])[C:15]#[N:16])[CH:4]=1.[OH-:19].[Na+].OO. The catalyst is CO. The product is [CH3:1][O:2][C:3]1[C:11]2[O:10][C:9]([CH3:13])([CH3:12])[CH2:8][C:7]=2[CH:6]=[C:5]([C:14]([CH3:18])([CH3:17])[C:15]([NH2:16])=[O:19])[CH:4]=1. The yield is 0.840. (4) The reactants are [CH3:1][O:2][C:3](=[O:16])[CH:4]=[CH:5][C:6]1[CH:11]=[CH:10][CH:9]=[C:8]([S:12](Cl)(=[O:14])=[O:13])[CH:7]=1.[NH2:17][C:18]1[CH:23]=[CH:22][CH:21]=[CH:20][CH:19]=1.N1C=CC=CC=1. The catalyst is ClCCl. The product is [CH3:1][O:2][C:3](=[O:16])[CH:4]=[CH:5][C:6]1[CH:11]=[CH:10][CH:9]=[C:8]([S:12](=[O:14])(=[O:13])[NH:17][C:18]2[CH:23]=[CH:22][CH:21]=[CH:20][CH:19]=2)[CH:7]=1. The yield is 0.290. (5) The reactants are [Cl-].O[NH3+:3].[C:4](=[O:7])([O-])[OH:5].[Na+].CS(C)=O.[CH2:13]([C:17]1[N:18]([CH2:36][C:37]2[CH:42]=[CH:41][C:40]([C:43]3[C:44]([C:49]#[N:50])=[CH:45][CH:46]=[CH:47][CH:48]=3)=[CH:39][CH:38]=2)[C:19](=[O:35])[C:20]([C:24]2[CH:25]=[CH:26][C:27]3[O:31][C:30]([CH3:33])([CH3:32])[CH2:29][C:28]=3[CH:34]=2)=[C:21]([CH3:23])[N:22]=1)[CH2:14][CH2:15][CH3:16]. The catalyst is O. The product is [CH2:13]([C:17]1[N:18]([CH2:36][C:37]2[CH:38]=[CH:39][C:40]([C:43]3[CH:48]=[CH:47][CH:46]=[CH:45][C:44]=3[C:49]3[NH:3][C:4](=[O:7])[O:5][N:50]=3)=[CH:41][CH:42]=2)[C:19](=[O:35])[C:20]([C:24]2[CH:25]=[CH:26][C:27]3[O:31][C:30]([CH3:32])([CH3:33])[CH2:29][C:28]=3[CH:34]=2)=[C:21]([CH3:23])[N:22]=1)[CH2:14][CH2:15][CH3:16]. The yield is 0.850. (6) The catalyst is CCCCCC.O1CCCC1.O. The yield is 0.850. The reactants are C([Li])CCC.C(NC(C)C)(C)C.F[C:14]1[CH:19]=[CH:18][CH:17]=[CH:16][N:15]=1.[F:20][C:21]([F:28])([F:27])[C:22](OCC)=O.O.[NH2:30][NH2:31]. The product is [F:20][C:21]([F:28])([F:27])[C:22]1[C:19]2[C:14](=[N:15][CH:16]=[CH:17][CH:18]=2)[NH:31][N:30]=1. (7) The reactants are C[O:2][C:3]([C:5]1[CH:6]=[CH:7][C:8]2[O:12][C:11]([CH2:13][N:14]([CH3:16])[CH3:15])=[CH:10][C:9]=2[CH:17]=1)=O.[NH2:18][NH2:19]. The product is [CH3:15][N:14]([CH2:13][C:11]1[O:12][C:8]2[CH:7]=[CH:6][C:5]([C:3]([NH:18][NH2:19])=[O:2])=[CH:17][C:9]=2[CH:10]=1)[CH3:16]. The yield is 0.890. No catalyst specified.